Dataset: Catalyst prediction with 721,799 reactions and 888 catalyst types from USPTO. Task: Predict which catalyst facilitates the given reaction. (1) Reactant: [CH2:1]([OH:5])[CH2:2][CH2:3][OH:4].CC(C)([O-])C.[K+].Cl[C:13]1[C:18]([C:19]#[N:20])=[C:17]([C:21]2[S:25][CH:24]=[N:23][CH:22]=2)[C:16]([C:26]#[N:27])=[C:15]([S:28][CH2:29][C:30]2[N:31]=[C:32]([C:35]3[CH:40]=[CH:39][C:38]([Cl:41])=[CH:37][CH:36]=3)[S:33][CH:34]=2)[N:14]=1. Product: [Cl:41][C:38]1[CH:39]=[CH:40][C:35]([C:32]2[S:33][CH:34]=[C:30]([CH2:29][S:28][C:15]3[C:16]([C:26]#[N:27])=[C:17]([C:21]4[S:25][CH:24]=[N:23][CH:22]=4)[C:18]([C:19]#[N:20])=[C:13]([O:4][CH2:3][CH2:2][CH2:1][OH:5])[N:14]=3)[N:31]=2)=[CH:36][CH:37]=1. The catalyst class is: 3. (2) Reactant: [OH-].[K+].[Cl:3][C:4]1[CH:5]=[C:6]([C:14]2[O:18][N:17]=[C:16]([C:19]3[CH:20]=[CH:21][CH:22]=[C:23]4[C:27]=3[NH:26][CH:25]=[C:24]4[CH2:28][CH2:29][C:30]([OH:32])=[O:31])[N:15]=2)[CH:7]=[CH:8][C:9]=1[O:10][CH:11]([CH3:13])[CH3:12].I[CH2:34][CH2:35][CH2:36][CH3:37]. Product: [CH2:34]([N:26]1[C:27]2[C:23](=[CH:22][CH:21]=[CH:20][C:19]=2[C:16]2[N:15]=[C:14]([C:6]3[CH:7]=[CH:8][C:9]([O:10][CH:11]([CH3:12])[CH3:13])=[C:4]([Cl:3])[CH:5]=3)[O:18][N:17]=2)[C:24]([CH2:28][CH2:29][C:30]([O:32][CH2:5][CH2:4][CH2:9][CH3:8])=[O:31])=[CH:25]1)[CH2:35][CH2:36][CH3:37]. The catalyst class is: 148. (3) Reactant: [SH:1][CH2:2][C:3]([OH:5])=[O:4].[OH-].[Na+].CC(C)=O.Br[CH2:13][C:14]1[CH:19]=[C:18]([Cl:20])[CH:17]=[CH:16][C:15]=1[N+:21]([O-:23])=[O:22]. Product: [Cl:20][C:18]1[CH:17]=[CH:16][C:15]([N+:21]([O-:23])=[O:22])=[C:14]([CH:19]=1)[CH2:13][S:1][CH2:2][C:3]([OH:5])=[O:4]. The catalyst class is: 6. (4) Reactant: Cl.[NH2:2][C@H:3]([C:6]([O:8][CH3:9])=[O:7])[CH2:4][OH:5].C(N(CC)CC)C.[F:17][C:18]1[CH:28]=[CH:27][CH:26]=[CH:25][C:19]=1[CH:20]=[CH:21][C:22](O)=[O:23].CCN=C=NCCCN(C)C.Cl. Product: [F:17][C:18]1[CH:28]=[CH:27][CH:26]=[CH:25][C:19]=1[CH:20]=[CH:21][C:22]([NH:2][C@H:3]([C:6]([O:8][CH3:9])=[O:7])[CH2:4][OH:5])=[O:23]. The catalyst class is: 2. (5) Reactant: C(=O)([O-])[O-].[Na+].[Na+].Cl.[C:8]([O:12][C:13](=[O:19])[C@H:14]([CH:16]([CH3:18])[CH3:17])[NH2:15])([CH3:11])([CH3:10])[CH3:9]. Product: [C:8]([O:12][C:13](=[O:19])[C@H:14]([CH:16]([CH3:17])[CH3:18])[NH2:15])([CH3:11])([CH3:10])[CH3:9]. The catalyst class is: 581. (6) Reactant: [C:1]([O:5][C:6]([NH:8][C@@H:9]1[CH2:11][C@H:10]1[C:12]1[CH:13]=[CH:14][C:15]([F:21])=[C:16]([CH:20]=1)[C:17]([OH:19])=O)=[O:7])([CH3:4])([CH3:3])[CH3:2].[CH:22]1([NH2:27])[CH2:26][CH2:25][CH2:24][CH2:23]1.C(N(CC)CC)C.F[P-](F)(F)(F)(F)F.N1(OC(N(C)C)=[N+](C)C)C2N=CC=CC=2N=N1. Product: [CH:22]1([NH:27][C:17]([C:16]2[CH:20]=[C:12]([C@@H:10]3[CH2:11][C@H:9]3[NH:8][C:6](=[O:7])[O:5][C:1]([CH3:2])([CH3:3])[CH3:4])[CH:13]=[CH:14][C:15]=2[F:21])=[O:19])[CH2:26][CH2:25][CH2:24][CH2:23]1. The catalyst class is: 18. (7) The catalyst class is: 223. Reactant: [OH:1][C:2]1[N:10]=[CH:9][CH:8]=[CH:7][C:3]=1[C:4]([OH:6])=[O:5].[OH-].[K+].CO.I[CH2:16][CH2:17][CH2:18][CH3:19]. Product: [CH2:16]([N:10]1[CH:9]=[CH:8][CH:7]=[C:3]([C:4]([OH:6])=[O:5])[C:2]1=[O:1])[CH2:17][CH2:18][CH3:19]. (8) Reactant: [CH3:1][C:2]1[CH:10]=[CH:9][C:8]([CH3:11])=[CH:7][C:3]=1[C:4]([OH:6])=[O:5].[OH-:12].[Na+]. Product: [OH:12][C:10]1[C:2]([CH3:1])=[C:3]([CH:7]=[C:8]([CH3:11])[CH:9]=1)[C:4]([OH:6])=[O:5]. The catalyst class is: 82. (9) Reactant: [Br:1][C:2]1[CH:7]=[C:6]([N+:8]([O-:10])=[O:9])[CH:5]=[CH:4][C:3]=1F.[N:12]1([C:18]([O:20][C:21]([CH3:24])([CH3:23])[CH3:22])=[O:19])[CH2:17][CH2:16][NH:15][CH2:14][CH2:13]1.C(=O)([O-])[O-].[K+].[K+]. Product: [Br:1][C:2]1[CH:7]=[C:6]([N+:8]([O-:10])=[O:9])[CH:5]=[CH:4][C:3]=1[N:15]1[CH2:14][CH2:13][N:12]([C:18]([O:20][C:21]([CH3:24])([CH3:23])[CH3:22])=[O:19])[CH2:17][CH2:16]1. The catalyst class is: 255. (10) Reactant: [CH3:1][C:2]1[CH:7]=[CH:6][N:5]=[C:4]([NH2:8])[C:3]=1[N+:9]([O-:11])=[O:10].[Se](=O)=[O:13]. Product: [NH2:8][C:4]1[C:3]([N+:9]([O-:11])=[O:10])=[C:2]([CH:7]=[CH:6][N:5]=1)[CH:1]=[O:13]. The catalyst class is: 38.